This data is from NCI-60 drug combinations with 297,098 pairs across 59 cell lines. The task is: Regression. Given two drug SMILES strings and cell line genomic features, predict the synergy score measuring deviation from expected non-interaction effect. (1) Drug 1: CCCS(=O)(=O)NC1=C(C(=C(C=C1)F)C(=O)C2=CNC3=C2C=C(C=N3)C4=CC=C(C=C4)Cl)F. Drug 2: C1CCC(C1)C(CC#N)N2C=C(C=N2)C3=C4C=CNC4=NC=N3. Cell line: OVCAR-5. Synergy scores: CSS=-1.83, Synergy_ZIP=6.97, Synergy_Bliss=7.81, Synergy_Loewe=4.27, Synergy_HSA=0.497. (2) Drug 1: CC1=C2C(C(=O)C3(C(CC4C(C3C(C(C2(C)C)(CC1OC(=O)C(C(C5=CC=CC=C5)NC(=O)OC(C)(C)C)O)O)OC(=O)C6=CC=CC=C6)(CO4)OC(=O)C)O)C)O. Drug 2: CS(=O)(=O)CCNCC1=CC=C(O1)C2=CC3=C(C=C2)N=CN=C3NC4=CC(=C(C=C4)OCC5=CC(=CC=C5)F)Cl. Cell line: MDA-MB-231. Synergy scores: CSS=13.3, Synergy_ZIP=8.43, Synergy_Bliss=16.7, Synergy_Loewe=13.6, Synergy_HSA=15.2. (3) Drug 1: C1=CC(=C2C(=C1NCCNCCO)C(=O)C3=C(C=CC(=C3C2=O)O)O)NCCNCCO. Drug 2: CC(C)NC(=O)C1=CC=C(C=C1)CNNC.Cl. Cell line: OVCAR3. Synergy scores: CSS=30.3, Synergy_ZIP=2.49, Synergy_Bliss=2.55, Synergy_Loewe=-6.89, Synergy_HSA=2.10. (4) Drug 1: CCC1(CC2CC(C3=C(CCN(C2)C1)C4=CC=CC=C4N3)(C5=C(C=C6C(=C5)C78CCN9C7C(C=CC9)(C(C(C8N6C)(C(=O)OC)O)OC(=O)C)CC)OC)C(=O)OC)O.OS(=O)(=O)O. Drug 2: CC1CCCC2(C(O2)CC(NC(=O)CC(C(C(=O)C(C1O)C)(C)C)O)C(=CC3=CSC(=N3)C)C)C. Cell line: M14. Synergy scores: CSS=55.4, Synergy_ZIP=5.00, Synergy_Bliss=3.19, Synergy_Loewe=-11.2, Synergy_HSA=1.14. (5) Drug 1: C1=C(C(=O)NC(=O)N1)N(CCCl)CCCl. Drug 2: CCN(CC)CCCC(C)NC1=C2C=C(C=CC2=NC3=C1C=CC(=C3)Cl)OC. Cell line: MDA-MB-435. Synergy scores: CSS=10.5, Synergy_ZIP=-5.57, Synergy_Bliss=-8.69, Synergy_Loewe=-15.4, Synergy_HSA=-9.94. (6) Drug 1: C(=O)(N)NO. Drug 2: CC12CCC3C(C1CCC2OP(=O)(O)O)CCC4=C3C=CC(=C4)OC(=O)N(CCCl)CCCl.[Na+]. Cell line: OVCAR-4. Synergy scores: CSS=14.9, Synergy_ZIP=4.61, Synergy_Bliss=8.84, Synergy_Loewe=5.66, Synergy_HSA=5.66.